From a dataset of Catalyst prediction with 721,799 reactions and 888 catalyst types from USPTO. Predict which catalyst facilitates the given reaction. (1) Reactant: [C:1]1([CH2:9][OH:10])[CH:6]=[CH:5][C:4]([CH2:7][OH:8])=[CH:3][CH:2]=1.F[C:12]1[CH:17]=[CH:16][CH:15]=[CH:14][N:13]=1.[H-].[Na+]. Product: [N:13]1[CH:14]=[CH:15][CH:16]=[CH:17][C:12]=1[O:8][CH2:7][C:4]1[CH:5]=[CH:6][C:1]([CH2:9][OH:10])=[CH:2][CH:3]=1. The catalyst class is: 9. (2) Reactant: [CH2:1]([O:3][C:4]([N:6]1[C:15]2[C:10](=[CH:11][C:12]([C:16]([F:19])([F:18])[F:17])=[CH:13][CH:14]=2)[C@@H:9]([C@@H:20]([C:23]2[CH:28]=[C:27]([C:29]([F:32])([F:31])[F:30])[CH:26]=[C:25]([C:33]([F:36])([F:35])[F:34])[CH:24]=2)[CH2:21][OH:22])[CH2:8][C@H:7]1[CH2:37][CH3:38])=[O:5])[CH3:2].C(N(CC)CC)C.[C:46](Cl)(=[O:48])[CH3:47]. Product: [CH2:1]([O:3][C:4]([N:6]1[C:15]2[C:10](=[CH:11][C:12]([C:16]([F:17])([F:18])[F:19])=[CH:13][CH:14]=2)[C@@H:9]([C@@H:20]([C:23]2[CH:24]=[C:25]([C:33]([F:34])([F:36])[F:35])[CH:26]=[C:27]([C:29]([F:30])([F:31])[F:32])[CH:28]=2)[CH2:21][O:22][C:46](=[O:48])[CH3:47])[CH2:8][C@H:7]1[CH2:37][CH3:38])=[O:5])[CH3:2]. The catalyst class is: 4. (3) Reactant: [Br:1][C:2]1[C:3]([C:18]([O:20][CH2:21][CH3:22])=[O:19])=[C:4]([CH2:16]Br)[N:5]([CH2:8][C:9]2[CH:14]=[CH:13][C:12]([F:15])=[CH:11][CH:10]=2)[C:6]=1[Br:7].[CH3:23][C:24]1[CH:29]=[CH:28][C:27]([S:30]([NH:33][CH2:34][C:35]([O:37][CH2:38][CH3:39])=[O:36])(=[O:32])=[O:31])=[CH:26][CH:25]=1.[H-].[Na+]. Product: [Br:1][C:2]1[C:3]([C:18]([O:20][CH2:21][CH3:22])=[O:19])=[C:4]([CH2:16][N:33]([CH2:34][C:35]([O:37][CH2:38][CH3:39])=[O:36])[S:30]([C:27]2[CH:26]=[CH:25][C:24]([CH3:23])=[CH:29][CH:28]=2)(=[O:32])=[O:31])[N:5]([CH2:8][C:9]2[CH:14]=[CH:13][C:12]([F:15])=[CH:11][CH:10]=2)[C:6]=1[Br:7]. The catalyst class is: 1. (4) Reactant: C(OC([N:11]1[C:16]2[CH:17]=[C:18](Cl)[CH:19]=[C:20]([N:21]3[CH2:26][CH2:25][N:24]([C:27]([O:29][C:30]([CH3:33])([CH3:32])[CH3:31])=[O:28])[CH2:23][CH2:22]3)[C:15]=2[O:14][CH2:13][CH2:12]1)=O)C1C=CC=CC=1. Product: [C:30]([O:29][C:27]([N:24]1[CH2:25][CH2:26][N:21]([C:20]2[C:15]3[O:14][CH2:13][CH2:12][NH:11][C:16]=3[CH:17]=[CH:18][CH:19]=2)[CH2:22][CH2:23]1)=[O:28])([CH3:33])([CH3:31])[CH3:32]. The catalyst class is: 29. (5) Reactant: [C:1]([N:8]1[CH2:11][CH:10]([C:12]([OH:14])=O)[CH2:9]1)([O:3][C:4]([CH3:7])([CH3:6])[CH3:5])=[O:2].C1N=CN(C(N2C=NC=C2)=O)C=1.Cl.[CH3:28][NH:29][O:30][CH3:31]. Product: [CH3:31][O:30][N:29]([CH3:28])[C:12]([CH:10]1[CH2:9][N:8]([C:1]([O:3][C:4]([CH3:5])([CH3:6])[CH3:7])=[O:2])[CH2:11]1)=[O:14]. The catalyst class is: 4. (6) Reactant: N[C:2]1[CH:11]=[C:10]2[C:5]([CH:6]=[CH:7][C:8]([S:12]([O-:15])(=[O:14])=[O:13])=[CH:9]2)=[CH:4][CH:3]=1.[Na+].N([O-])=O.[Na+].[Na+].[I-:22].CCO. Product: [I:22][C:2]1[CH:11]=[C:10]2[C:5]([CH:6]=[CH:7][C:8]([S:12]([OH:15])(=[O:14])=[O:13])=[CH:9]2)=[CH:4][CH:3]=1. The catalyst class is: 223. (7) Reactant: [NH2:1][C:2]1[N:6]([C:7]2[CH:12]=[CH:11][C:10]([F:13])=[CH:9][CH:8]=2)[N:5]=[CH:4][C:3]=1[C:14]([NH:16][CH2:17][C:18]([CH2:24][NH:25][CH2:26][CH3:27])([OH:23])[C:19]([F:22])([F:21])[F:20])=[O:15].C(N(C(C)C)CC)(C)C.[Cl:37][C:38]1[CH:46]=[CH:45][CH:44]=[C:43]([Cl:47])[C:39]=1[C:40](Cl)=[O:41]. Product: [C:18]([O-:41])(=[O:23])[CH3:24].[NH2:1][C:2]1[N:6]([C:7]2[CH:8]=[CH:9][C:10]([F:13])=[CH:11][CH:12]=2)[N:5]=[CH:4][C:3]=1[C:14]([NH:16][CH2:17][C:18]([CH2:24][N:25]([C:40]([C:39]1[C:38]([Cl:37])=[CH:46][CH:45]=[CH:44][C:43]=1[Cl:47])=[O:41])[CH2:26][CH3:27])([OH:23])[C:19]([F:22])([F:21])[F:20])=[O:15]. The catalyst class is: 7. (8) Reactant: [Br:1][C:2]1[CH:9]=[CH:8][C:5]([CH:6]=[O:7])=[C:4]([F:10])[CH:3]=1.[CH3:11][Mg]Br. Product: [Br:1][C:2]1[CH:9]=[CH:8][C:5]([CH:6]([OH:7])[CH3:11])=[C:4]([F:10])[CH:3]=1. The catalyst class is: 7.